This data is from Full USPTO retrosynthesis dataset with 1.9M reactions from patents (1976-2016). The task is: Predict the reactants needed to synthesize the given product. Given the product [CH2:27]([S:29][C:30]1[N:31]=[CH:32][N:33]2[CH:37]=[C:36]([C:8]3[C@H:9]([CH3:10])[C@@H:5]4[C@@H:4]([C@H:2]([OH:1])[CH3:3])[C:25](=[O:26])[N:6]4[C:7]=3[C:12]([O:14][CH2:15][C:16]3[CH:21]=[CH:20][C:19]([N+:22]([O-:24])=[O:23])=[CH:18][CH:17]=3)=[O:13])[S:35][C:34]=12)[CH3:28], predict the reactants needed to synthesize it. The reactants are: [OH:1][C@@H:2]([C@H:4]1[C:25](=[O:26])[N:6]2[C@@H:7]([C:12]([O:14][CH2:15][C:16]3[CH:21]=[CH:20][C:19]([N+:22]([O-:24])=[O:23])=[CH:18][CH:17]=3)=[O:13])[C:8](=O)[C@H:9]([CH3:10])[C@H:5]12)[CH3:3].[CH2:27]([S:29][C:30]1[N:31]=[CH:32][N:33]2[CH:37]=[C:36]([Sn](CCCC)(CCCC)CCCC)[S:35][C:34]=12)[CH3:28].